This data is from Catalyst prediction with 721,799 reactions and 888 catalyst types from USPTO. The task is: Predict which catalyst facilitates the given reaction. (1) Reactant: [CH:1]1([C:7]2[C:8]3[CH:9]=[CH:10][C:11]([C:31](=[O:39])[NH:32][S:33]([CH:36]4[CH2:38][CH2:37]4)(=[O:35])=[O:34])=[CH:12][C:13]=3[N:14]3[CH2:20][C:19]([C:21]([O:23]C)=[O:22])=[CH:18][C:17]4[CH:25]=[C:26]([O:29][CH3:30])[CH:27]=[CH:28][C:16]=4[C:15]=23)[CH2:6][CH2:5][CH2:4][CH2:3][CH2:2]1.[OH-].[Na+].Cl.C1COCC1. Product: [CH:1]1([C:7]2[C:8]3[CH:9]=[CH:10][C:11]([C:31](=[O:39])[NH:32][S:33]([CH:36]4[CH2:37][CH2:38]4)(=[O:35])=[O:34])=[CH:12][C:13]=3[N:14]3[CH2:20][C:19]([C:21]([OH:23])=[O:22])=[CH:18][C:17]4[CH:25]=[C:26]([O:29][CH3:30])[CH:27]=[CH:28][C:16]=4[C:15]=23)[CH2:2][CH2:3][CH2:4][CH2:5][CH2:6]1. The catalyst class is: 5. (2) Reactant: [O:1]=[C:2]1[CH2:8][CH2:7][CH2:6][NH:5][CH2:4][CH2:3]1.Cl.[OH-].[Na+].[C:12]([O:16][C:17](OC([O-])=O)=[O:18])([CH3:15])([CH3:14])[CH3:13]. Product: [C:12]([O:16][C:17]([N:5]1[CH2:6][CH2:7][CH2:8][C:2](=[O:1])[CH2:3][CH2:4]1)=[O:18])([CH3:15])([CH3:14])[CH3:13]. The catalyst class is: 664. (3) Reactant: [CH:1](=O)[CH2:2][CH3:3].[CH3:5][O:6][C:7](=[O:9])[NH2:8].[CH2:10]([Si](C)(C)C)[CH:11]=C.B(F)(F)F.[CH3:21]COCC.C([O-])([O-])=O.[Na+].[Na+]. Product: [CH3:5][O:6][C:7](=[O:9])[NH:8][CH:2]([CH2:3][CH3:21])[CH2:1][CH:10]=[CH2:11]. The catalyst class is: 10. (4) Reactant: Br[C:2]1[CH:3]=[C:4]([N+:17]([O-:19])=[O:18])[C:5]([O:8][CH2:9][C:10]([O:12][C:13]([CH3:16])([CH3:15])[CH3:14])=[O:11])=[N:6][CH:7]=1.[CH3:20][C:21]1[CH:26]=[C:25](B(O)O)[CH:24]=[CH:23][N:22]=1.CC(C1C=C(C(C)C)C(C2C=CC=CC=2P(C2CCCCC2)C2CCCCC2)=C(C(C)C)C=1)C.P([O-])([O-])([O-])=O.[K+].[K+].[K+]. Product: [CH3:20][C:21]1[CH:26]=[C:25]([C:2]2[CH:3]=[C:4]([N+:17]([O-:19])=[O:18])[C:5]([O:8][CH2:9][C:10]([O:12][C:13]([CH3:16])([CH3:15])[CH3:14])=[O:11])=[N:6][CH:7]=2)[CH:24]=[CH:23][N:22]=1. The catalyst class is: 110. (5) Reactant: Cl[C:2]1[N:7]=[C:6]([O:8][CH:9]2[CH2:14][CH2:13][N:12]([C:15]([O:17][C:18]([CH3:21])([CH3:20])[CH3:19])=[O:16])[CH2:11][CH2:10]2)[CH:5]=[CH:4][N:3]=1.C(=O)([O-])[O-:23].[K+].[K+]. Product: [O:23]=[C:2]1[N:7]=[C:6]([O:8][CH:9]2[CH2:14][CH2:13][N:12]([C:15]([O:17][C:18]([CH3:21])([CH3:20])[CH3:19])=[O:16])[CH2:11][CH2:10]2)[CH:5]=[CH:4][NH:3]1. The catalyst class is: 38. (6) Reactant: [NH2:1][C:2]1[CH:3]=[CH:4][CH:5]=[C:6]2[C:11]=1[N:10]=[CH:9][CH:8]=[CH:7]2.[CH3:12][C:13]1[CH:18]=[CH:17][C:16]([S:19](Cl)(=[O:21])=[O:20])=[C:15]([N+:23]([O-:25])=[O:24])[CH:14]=1.N1C=CC=CC=1. Product: [CH3:12][C:13]1[CH:18]=[CH:17][C:16]([S:19]([NH:1][C:2]2[CH:3]=[CH:4][CH:5]=[C:6]3[C:11]=2[N:10]=[CH:9][CH:8]=[CH:7]3)(=[O:20])=[O:21])=[C:15]([N+:23]([O-:25])=[O:24])[CH:14]=1. The catalyst class is: 2.